This data is from Peptide-MHC class II binding affinity with 134,281 pairs from IEDB. The task is: Regression. Given a peptide amino acid sequence and an MHC pseudo amino acid sequence, predict their binding affinity value. This is MHC class II binding data. (1) The peptide sequence is AAGVAAWSLIALMIP. The MHC is HLA-DQA10501-DQB10201 with pseudo-sequence HLA-DQA10501-DQB10201. The binding affinity (normalized) is 0.325. (2) The peptide sequence is YDKFLATVSTVLTGK. The MHC is DRB3_0202 with pseudo-sequence DRB3_0202. The binding affinity (normalized) is 0.600. (3) The peptide sequence is VWGKNSCAKNYNCKI. The MHC is DRB1_0901 with pseudo-sequence DRB1_0901. The binding affinity (normalized) is 0.258. (4) The peptide sequence is TAVYYCARGITMIPH. The MHC is DRB3_0101 with pseudo-sequence DRB3_0101. The binding affinity (normalized) is 0.607. (5) The peptide sequence is ALRWNLQMGHSVLPK. The MHC is HLA-DQA10301-DQB10302 with pseudo-sequence HLA-DQA10301-DQB10302. The binding affinity (normalized) is 0.192. (6) The peptide sequence is SNNGIKQQGIRYANP. The MHC is DRB1_0802 with pseudo-sequence DRB1_0802. The binding affinity (normalized) is 0.533. (7) The peptide sequence is APTGATTAAAGGYKV. The MHC is DRB3_0101 with pseudo-sequence DRB3_0101. The binding affinity (normalized) is 0.0279. (8) The peptide sequence is LLATSIFKLTYQNKV. The MHC is DRB1_0701 with pseudo-sequence DRB1_0701. The binding affinity (normalized) is 0.947. (9) The peptide sequence is EIYEDVTFQQKVL. The MHC is DRB5_0101 with pseudo-sequence DRB5_0101. The binding affinity (normalized) is 0.